This data is from Retrosynthesis with 50K atom-mapped reactions and 10 reaction types from USPTO. The task is: Predict the reactants needed to synthesize the given product. (1) Given the product CCNCCCc1ccc(F)cc1, predict the reactants needed to synthesize it. The reactants are: CC(=O)NCCCc1ccc(F)cc1. (2) Given the product CS(=O)(=O)N1CCN(C(=O)CCCN=[N+]=[N-])CC1, predict the reactants needed to synthesize it. The reactants are: CS(=O)(=O)N1CCN(C(=O)CCCCl)CC1.[N-]=[N+]=[N-]. (3) The reactants are: CC1=CC(C)(C)c2ccc(Oc3ccc([N+](=O)[O-])cc3)cc2O1.CO. Given the product COC1(C)CC(C)(C)c2ccc(Oc3ccc([N+](=O)[O-])cc3)cc2O1, predict the reactants needed to synthesize it. (4) Given the product COC(=O)c1c(-c2cc(Br)c(OC)c(OC)c2)c2cc(OC)c(OC)cc2c(=O)n1-c1cccc(NC=O)c1, predict the reactants needed to synthesize it. The reactants are: COC(=O)c1c(-c2cc(Br)c(OC)c(OC)c2)c2cc(OC)c(OC)cc2c(=O)n1-c1cccc(N)c1.O=CO. (5) The reactants are: CC(C)n1cnc2c(NCc3ccccc3)nc(F)nc21.CC[C@@H](N)[C@H](C)O. Given the product CC[C@@H](Nc1nc(NCc2ccccc2)c2ncn(C(C)C)c2n1)[C@H](C)O, predict the reactants needed to synthesize it. (6) Given the product NC(=O)Nc1[nH]c(-c2ccc(CO)cc2)cc1C(N)=O, predict the reactants needed to synthesize it. The reactants are: CCOC(=O)c1ccc(-c2cc(C(N)=O)c(NC(N)=O)[nH]2)cc1.